From a dataset of NCI-60 drug combinations with 297,098 pairs across 59 cell lines. Regression. Given two drug SMILES strings and cell line genomic features, predict the synergy score measuring deviation from expected non-interaction effect. (1) Drug 1: CCCS(=O)(=O)NC1=C(C(=C(C=C1)F)C(=O)C2=CNC3=C2C=C(C=N3)C4=CC=C(C=C4)Cl)F. Drug 2: C1=C(C(=O)NC(=O)N1)F. Cell line: OVCAR-8. Synergy scores: CSS=36.5, Synergy_ZIP=2.54, Synergy_Bliss=2.00, Synergy_Loewe=-1.88, Synergy_HSA=0.390. (2) Drug 1: COC1=CC(=CC(=C1O)OC)C2C3C(COC3=O)C(C4=CC5=C(C=C24)OCO5)OC6C(C(C7C(O6)COC(O7)C8=CC=CS8)O)O. Drug 2: CCCCCOC(=O)NC1=NC(=O)N(C=C1F)C2C(C(C(O2)C)O)O. Cell line: SF-539. Synergy scores: CSS=36.9, Synergy_ZIP=-1.64, Synergy_Bliss=-3.46, Synergy_Loewe=-72.9, Synergy_HSA=-3.73. (3) Drug 1: CC1OCC2C(O1)C(C(C(O2)OC3C4COC(=O)C4C(C5=CC6=C(C=C35)OCO6)C7=CC(=C(C(=C7)OC)O)OC)O)O. Cell line: 786-0. Synergy scores: CSS=56.1, Synergy_ZIP=-6.11, Synergy_Bliss=-3.45, Synergy_Loewe=-19.5, Synergy_HSA=-0.156. Drug 2: CCC1=C2CN3C(=CC4=C(C3=O)COC(=O)C4(CC)O)C2=NC5=C1C=C(C=C5)O. (4) Drug 1: COC1=NC(=NC2=C1N=CN2C3C(C(C(O3)CO)O)O)N. Drug 2: CS(=O)(=O)OCCCCOS(=O)(=O)C. Cell line: NCI-H460. Synergy scores: CSS=30.7, Synergy_ZIP=-5.74, Synergy_Bliss=0.578, Synergy_Loewe=-4.48, Synergy_HSA=-0.287. (5) Drug 1: CC1=CC=C(C=C1)C2=CC(=NN2C3=CC=C(C=C3)S(=O)(=O)N)C(F)(F)F. Drug 2: C1=NNC2=C1C(=O)NC=N2. Cell line: U251. Synergy scores: CSS=11.6, Synergy_ZIP=-4.94, Synergy_Bliss=-2.21, Synergy_Loewe=5.18, Synergy_HSA=-2.32. (6) Drug 1: CC1=C(C=C(C=C1)NC2=NC=CC(=N2)N(C)C3=CC4=NN(C(=C4C=C3)C)C)S(=O)(=O)N.Cl. Drug 2: C1CCC(C1)C(CC#N)N2C=C(C=N2)C3=C4C=CNC4=NC=N3. Cell line: A549. Synergy scores: CSS=18.5, Synergy_ZIP=1.12, Synergy_Bliss=5.75, Synergy_Loewe=0.505, Synergy_HSA=4.52. (7) Drug 1: CC1=C(C=C(C=C1)NC2=NC=CC(=N2)N(C)C3=CC4=NN(C(=C4C=C3)C)C)S(=O)(=O)N.Cl. Drug 2: C1=CN(C(=O)N=C1N)C2C(C(C(O2)CO)O)O.Cl. Cell line: SF-539. Synergy scores: CSS=32.3, Synergy_ZIP=-7.81, Synergy_Bliss=-2.21, Synergy_Loewe=-11.6, Synergy_HSA=1.98. (8) Drug 1: CC12CCC3C(C1CCC2=O)CC(=C)C4=CC(=O)C=CC34C. Drug 2: C1=CN(C(=O)N=C1N)C2C(C(C(O2)CO)O)O.Cl. Cell line: SK-OV-3. Synergy scores: CSS=24.4, Synergy_ZIP=-4.64, Synergy_Bliss=-5.42, Synergy_Loewe=-8.19, Synergy_HSA=-3.77. (9) Drug 1: CC1C(C(CC(O1)OC2CC(CC3=C2C(=C4C(=C3O)C(=O)C5=C(C4=O)C(=CC=C5)OC)O)(C(=O)C)O)N)O.Cl. Drug 2: CC(C1=C(C=CC(=C1Cl)F)Cl)OC2=C(N=CC(=C2)C3=CN(N=C3)C4CCNCC4)N. Cell line: ACHN. Synergy scores: CSS=25.5, Synergy_ZIP=2.47, Synergy_Bliss=3.39, Synergy_Loewe=-9.18, Synergy_HSA=3.08. (10) Drug 1: CC12CCC3C(C1CCC2=O)CC(=C)C4=CC(=O)C=CC34C. Drug 2: C1=CC(=CC=C1CCCC(=O)O)N(CCCl)CCCl. Cell line: K-562. Synergy scores: CSS=63.4, Synergy_ZIP=-0.305, Synergy_Bliss=2.83, Synergy_Loewe=3.26, Synergy_HSA=3.50.